From a dataset of Full USPTO retrosynthesis dataset with 1.9M reactions from patents (1976-2016). Predict the reactants needed to synthesize the given product. (1) Given the product [CH2:28]([N:18]1[CH:19]=[C:15]([C:12]2[CH:11]=[CH:10][C:9]([B:4]3[O:5][C:6]([CH3:7])([CH3:8])[C:2]([CH3:20])([CH3:1])[O:3]3)=[CH:14][CH:13]=2)[CH:16]=[N:17]1)[CH3:29], predict the reactants needed to synthesize it. The reactants are: [CH3:1][C:2]1([CH3:20])[C:6]([CH3:8])([CH3:7])[O:5][B:4]([C:9]2[CH:14]=[CH:13][C:12]([C:15]3[CH:16]=[N:17][NH:18][CH:19]=3)=[CH:11][CH:10]=2)[O:3]1.C(=O)([O-])[O-].[K+].[K+].I[CH2:28][CH3:29]. (2) Given the product [CH3:1][C@@:2]([S:20]([CH3:23])(=[O:22])=[O:21])([CH2:6][CH2:7][N:8]1[CH:12]=[C:11]([C:13]2[CH:18]=[CH:17][CH:16]=[CH:15][CH:14]=2)[C:10]([CH3:19])=[N:9]1)[C:3]([NH:50][O:49][CH:44]1[CH2:45][CH2:46][CH2:47][CH2:48][O:43]1)=[O:5], predict the reactants needed to synthesize it. The reactants are: [CH3:1][C@@:2]([S:20]([CH3:23])(=[O:22])=[O:21])([CH2:6][CH2:7][N:8]1[CH:12]=[C:11]([C:13]2[CH:18]=[CH:17][CH:16]=[CH:15][CH:14]=2)[C:10]([CH3:19])=[N:9]1)[C:3]([OH:5])=O.CCN(C(C)C)C(C)C.C1C=CC2N(O)N=NC=2C=1.[O:43]1[CH2:48][CH2:47][CH2:46][CH2:45][CH:44]1[O:49][NH2:50].CCN=C=NCCCN(C)C. (3) Given the product [CH3:1][N:2]([CH3:15])[C:3]([N:5]1[CH2:9][CH:8]2[CH2:10][C:11]([CH2:16][C:17]3[CH:22]=[CH:21][CH:20]=[CH:19][CH:18]=3)([C:13]#[N:14])[CH2:12][CH:7]2[CH2:6]1)=[O:4], predict the reactants needed to synthesize it. The reactants are: [CH3:1][N:2]([CH3:15])[C:3]([N:5]1[CH2:9][CH:8]2[CH2:10][CH:11]([C:13]#[N:14])[CH2:12][CH:7]2[CH2:6]1)=[O:4].[CH2:16](Cl)[C:17]1[CH:22]=[CH:21][CH:20]=[CH:19][CH:18]=1.C[Si](C)(C)[N-][Si](C)(C)C.[Li+]. (4) The reactants are: [H-].[Na+].CN(C)C=O.[CH3:8][C:9]1[O:13][C:12]([C:14]2[CH:19]=[CH:18][CH:17]=[CH:16][CH:15]=2)=[N:11][C:10]=1[CH2:20][O:21][C:22]1[CH:42]=[CH:41][C:25]([CH2:26][N:27]2[C:39]3[CH:38]=[CH:37][CH:36]=[C:35]([OH:40])[C:34]=3[C:33]3[C:28]2=[CH:29][CH:30]=[CH:31][CH:32]=3)=[CH:24][C:23]=1[O:43][CH3:44].Br[C@H:46]([CH2:52][CH3:53])[C:47]([O:49][CH2:50][CH3:51])=[O:48]. Given the product [CH3:44][O:43][C:23]1[CH:24]=[C:25]([CH:41]=[CH:42][C:22]=1[O:21][CH2:20][C:10]1[N:11]=[C:12]([C:14]2[CH:15]=[CH:16][CH:17]=[CH:18][CH:19]=2)[O:13][C:9]=1[CH3:8])[CH2:26][N:27]1[C:39]2[CH:38]=[CH:37][CH:36]=[C:35]([O:40][C@@H:46]([CH2:52][CH3:53])[C:47]([O:49][CH2:50][CH3:51])=[O:48])[C:34]=2[C:33]2[C:28]1=[CH:29][CH:30]=[CH:31][CH:32]=2, predict the reactants needed to synthesize it. (5) The reactants are: [CH2:1]([C:3]12[CH2:29][CH2:28][C:25]3([CH2:27][O:26]3)[CH2:24][CH:4]1[CH2:5][CH2:6][O:7][C:8]1[C:9]2=[CH:10][C:11]2[CH:12]=[N:13][N:14]([C:17]3[CH:22]=[CH:21][N:20]=[C:19]([CH3:23])[CH:18]=3)[C:15]=2[CH:16]=1)[CH3:2].[CH3:30][O-:31].[Na+]. Given the product [CH2:1]([C:3]12[CH2:29][CH2:28][C:25]([CH2:27][O:31][CH3:30])([OH:26])[CH2:24][CH:4]1[CH2:5][CH2:6][O:7][C:8]1[C:9]2=[CH:10][C:11]2[CH:12]=[N:13][N:14]([C:17]3[CH:22]=[CH:21][N:20]=[C:19]([CH3:23])[CH:18]=3)[C:15]=2[CH:16]=1)[CH3:2], predict the reactants needed to synthesize it. (6) Given the product [F:16][CH:15]([F:17])[O:14][C:11]1[CH:12]=[CH:13][C:8]([C:5]2[CH:4]=[N:3][C:2]([NH:18][C:19]3[CH:20]=[CH:21][C:22]([CH3:28])=[C:23]([CH2:25][CH2:26][OH:27])[CH:24]=3)=[N:7][CH:6]=2)=[CH:9][CH:10]=1, predict the reactants needed to synthesize it. The reactants are: Cl[C:2]1[N:7]=[CH:6][C:5]([C:8]2[CH:13]=[CH:12][C:11]([O:14][CH:15]([F:17])[F:16])=[CH:10][CH:9]=2)=[CH:4][N:3]=1.[NH2:18][C:19]1[CH:20]=[CH:21][C:22]([CH3:28])=[C:23]([CH2:25][CH2:26][OH:27])[CH:24]=1.CC1C=CC(S(O)(=O)=O)=CC=1.O. (7) Given the product [CH3:44][N:45]1[CH2:51][CH2:50][CH2:49][N:48]([CH2:35][C:31]2[CH:30]=[C:29]([CH:34]=[CH:33][CH:32]=2)[C:28]([NH:27][C:16]2[CH:17]=[CH:18][C:19]([N:21]3[CH2:26][CH2:25][CH2:24][CH2:23][CH2:22]3)=[CH:20][C:15]=2[C:11]2[CH:10]=[C:9]([CH:14]=[CH:13][N:12]=2)[C:8]([NH:7][CH2:6][C:5]2[CH:39]=[CH:40][CH:41]=[C:3]([C:2]([F:43])([F:42])[F:1])[CH:4]=2)=[O:38])=[O:37])[CH2:47][CH2:46]1, predict the reactants needed to synthesize it. The reactants are: [F:1][C:2]([F:43])([F:42])[C:3]1[CH:4]=[C:5]([CH:39]=[CH:40][CH:41]=1)[CH2:6][NH:7][C:8](=[O:38])[C:9]1[CH:14]=[CH:13][N:12]=[C:11]([C:15]2[CH:20]=[C:19]([N:21]3[CH2:26][CH2:25][CH2:24][CH2:23][CH2:22]3)[CH:18]=[CH:17][C:16]=2[NH:27][C:28](=[O:37])[C:29]2[CH:34]=[CH:33][CH:32]=[C:31]([CH2:35]Br)[CH:30]=2)[CH:10]=1.[CH3:44][N:45]1[CH2:51][CH2:50][CH2:49][NH:48][CH2:47][CH2:46]1.C(=O)([O-])[O-].[K+].[K+].